Dataset: Reaction yield outcomes from USPTO patents with 853,638 reactions. Task: Predict the reaction yield, written as a fraction of the theoretical maximum amount of product (1.0 means a 100% yield; for example, 0.34 means a 34% yield). The reactants are C(OC([N:8]1[CH2:12][CH2:11][CH2:10][CH:9]1[C:13]1[NH:14][C:15]([C:18]2[CH:31]=[CH:30][C:29]3[C:28]4[C:23](=[CH:24][C:25]([Br:32])=[CH:26][CH:27]=4)[CH2:22][CH2:21][C:20]=3[CH:19]=2)=[CH:16][N:17]=1)=O)(C)(C)C.Cl.[CH3:34][O:35][C:36]([NH:38][CH:39]([CH:43]([CH3:45])[CH3:44])[C:40](O)=[O:41])=[O:37].CN(C(ON1N=NC2C=CC=NC1=2)=[N+](C)C)C.F[P-](F)(F)(F)(F)F.C(N(CC)C(C)C)(C)C. The catalyst is CO.O1CCOCC1. The product is [CH3:34][O:35][C:36](=[O:37])[NH:38][CH:39]([C:40]([N:8]1[CH2:12][CH2:11][CH2:10][CH:9]1[C:13]1[NH:14][C:15]([C:18]2[CH:31]=[CH:30][C:29]3[C:28]4[C:23](=[CH:24][C:25]([Br:32])=[CH:26][CH:27]=4)[CH2:22][CH2:21][C:20]=3[CH:19]=2)=[CH:16][N:17]=1)=[O:41])[CH:43]([CH3:45])[CH3:44]. The yield is 0.950.